This data is from Reaction yield outcomes from USPTO patents with 853,638 reactions. The task is: Predict the reaction yield, written as a fraction of the theoretical maximum amount of product (1.0 means a 100% yield; for example, 0.34 means a 34% yield). (1) The reactants are [C:1]([O:5][C:6]([N:8]1[CH2:11][C:10]([CH3:30])([C:12]([C:14]2[CH:15]=[C:16]3[C:25](=[CH:26][CH:27]=2)[O:24][CH2:23][C:22]2[N:17]3[C@H:18]([CH3:29])[C:19](=[O:28])[NH:20][N:21]=2)=[CH2:13])[CH2:9]1)=[O:7])([CH3:4])([CH3:3])[CH3:2]. The yield is 0.960. The product is [C:1]([O:5][C:6]([N:8]1[CH2:11][C:10]([CH3:30])([CH:12]([C:14]2[CH:15]=[C:16]3[C:25](=[CH:26][CH:27]=2)[O:24][CH2:23][C:22]2[N:17]3[C@H:18]([CH3:29])[C:19](=[O:28])[NH:20][N:21]=2)[CH3:13])[CH2:9]1)=[O:7])([CH3:2])([CH3:3])[CH3:4]. The catalyst is CO.[Pd]. (2) The reactants are [CH2:1]([C:8]1[S:12][C:11]([NH:13][C:14](=[O:25])[C:15]2[CH:20]=[C:19]([O:21]C)[CH:18]=[C:17]([O:23]C)[CH:16]=2)=[N:10][C:9]=1[C:26]1[CH:31]=[CH:30][C:29]([O:32]C)=[CH:28][CH:27]=1)[C:2]1[CH:7]=[CH:6][CH:5]=[CH:4][CH:3]=1.B(Br)(Br)Br. No catalyst specified. The product is [CH2:1]([C:8]1[S:12][C:11]([NH:13][C:14](=[O:25])[C:15]2[CH:20]=[C:19]([OH:21])[CH:18]=[C:17]([OH:23])[CH:16]=2)=[N:10][C:9]=1[C:26]1[CH:27]=[CH:28][C:29]([OH:32])=[CH:30][CH:31]=1)[C:2]1[CH:7]=[CH:6][CH:5]=[CH:4][CH:3]=1. The yield is 0.482. (3) The reactants are [CH:1]1([CH2:7][C@H:8]([NH:12][C:13](=[O:19])[O:14][C:15]([CH3:18])([CH3:17])[CH3:16])[C@H:9]2[CH2:11][O:10]2)[CH2:6][CH2:5][CH2:4][CH2:3][CH2:2]1.C(N(CC)CC)C. The catalyst is CO.[Pd]. The product is [CH:1]1([CH2:7][C@H:8]([NH:12][C:13](=[O:19])[O:14][C:15]([CH3:18])([CH3:17])[CH3:16])[C@H:9]([OH:10])[CH3:11])[CH2:2][CH2:3][CH2:4][CH2:5][CH2:6]1. The yield is 0.700. (4) The reactants are NC1C=CC(C2C=CC(C(=O)CC(C)(C)C(OC)=O)=CC=2)=CC=1.BrC1SC=CN=1.[S:30]1[C:34]2C=CC=C[C:33]=2[N:32]=[C:31]1[NH:39][C:40]1[CH:45]=[CH:44][C:43]([C:46]2[CH:51]=[CH:50][C:49]([C:52](=[O:60])[CH2:53][C:54]([CH3:59])([CH3:58])[C:55]([OH:57])=[O:56])=[CH:48][CH:47]=2)=[CH:42][CH:41]=1. No catalyst specified. The product is [CH3:58][C:54]([CH3:59])([CH2:53][C:52](=[O:60])[C:49]1[CH:48]=[CH:47][C:46]([C:43]2[CH:44]=[CH:45][C:40]([NH:39][C:31]3[S:30][CH:34]=[CH:33][N:32]=3)=[CH:41][CH:42]=2)=[CH:51][CH:50]=1)[C:55]([OH:57])=[O:56]. The yield is 0.240.